Dataset: Catalyst prediction with 721,799 reactions and 888 catalyst types from USPTO. Task: Predict which catalyst facilitates the given reaction. (1) Reactant: [Cl:1][C:2]1[CH:3]=[C:4]2[C:8](=[CH:9][CH:10]=1)[NH:7][C:6]1[CH2:11][N:12]([CH3:15])[CH2:13][CH2:14][C:5]2=1.N1CCC[C@H]1C(O)=O.[O-]P([O-])([O-])=O.[K+].[K+].[K+].Br[CH:33]=[C:34]([C:36]1[CH:41]=[CH:40][C:39]([O:42][CH3:43])=[C:38]([F:44])[CH:37]=1)[CH3:35]. Product: [Cl:1][C:2]1[CH:3]=[C:4]2[C:8](=[CH:9][CH:10]=1)[N:7]([CH:33]=[C:34]([C:36]1[CH:41]=[CH:40][C:39]([O:42][CH3:43])=[C:38]([F:44])[CH:37]=1)[CH3:35])[C:6]1[CH2:11][N:12]([CH3:15])[CH2:13][CH2:14][C:5]2=1. The catalyst class is: 122. (2) Reactant: C(=O)([O-])O.[Na+].[Br-].[CH3:7][C:8]1[CH:13]=[CH:12][CH:11]=[CH:10][N+:9]=1[CH2:14][C:15](=O)[C:16]1[CH:21]=[CH:20][CH:19]=[CH:18][CH:17]=1. Product: [C:16]1([C:15]2[CH:7]=[C:8]3[N:9]([CH:14]=2)[CH:10]=[CH:11][CH:12]=[CH:13]3)[CH:21]=[CH:20][CH:19]=[CH:18][CH:17]=1. The catalyst class is: 6. (3) Reactant: C([Li])CCC.[O:6]1[CH2:11][C@@H:10]([CH2:12][OH:13])[O:9][CH2:8][C@@H:7]1[CH2:14][OH:15].BrCC1C2C(=O)NC(C(OCC)=O)=NC=2SC=1.N[C@H]1CC[C@H](CO[CH2:42][C:43]2[C:51]3[C:50](=[O:52])[NH:49][C:48]([C:53]([NH:55][CH2:56][C:57]4[CH:62]=[CH:61][CH:60]=[C:59]([O:63][CH3:64])[CH:58]=4)=[O:54])=[N:47][C:46]=3[S:45][CH:44]=2)CC1. Product: [CH3:64][O:63][C:59]1[CH:58]=[C:57]([CH:62]=[CH:61][CH:60]=1)[CH2:56][NH:55][C:53]([C:48]1[NH:49][C:50](=[O:52])[C:51]2[C:43]([CH2:42][O:15][CH2:14][C@H:7]3[CH2:8][O:9][C@H:10]([CH2:12][OH:13])[CH2:11][O:6]3)=[CH:44][S:45][C:46]=2[N:47]=1)=[O:54]. The catalyst class is: 1. (4) Reactant: [O:1]=[C:2]1[C:10]2[C:5](=[CH:6][CH:7]=[CH:8][CH:9]=2)[CH:4](P(=O)(OC)OC)[O:3]1.[CH3:17][O:18][C:19]1[CH:26]=[CH:25][C:22]([CH:23]=O)=[CH:21][C:20]=1[N+:27]([O-:29])=[O:28].C(N(CC)CC)C. Product: [CH3:17][O:18][C:19]1[CH:26]=[CH:25][C:22]([CH:23]=[C:4]2[C:5]3[C:10](=[CH:9][CH:8]=[CH:7][CH:6]=3)[C:2](=[O:1])[O:3]2)=[CH:21][C:20]=1[N+:27]([O-:29])=[O:28]. The catalyst class is: 7. (5) Reactant: Br[C:2]1[CH:9]=[CH:8][C:5]([C:6]#[N:7])=[C:4]([Cl:10])[CH:3]=1.[CH2:11]([CH:13]1[NH:17][C:16](=[O:18])[C:15]([CH3:20])([CH3:19])[C:14]1=[O:21])[CH3:12].C(=O)([O-])[O-].[Cs+].[Cs+].C1(P(C2C=CC=CC=2)C2C3OC4C(=CC=CC=4P(C4C=CC=CC=4)C4C=CC=CC=4)C(C)(C)C=3C=CC=2)C=CC=CC=1. Product: [Cl:10][C:4]1[CH:3]=[C:2]([N:17]2[CH:13]([CH2:11][CH3:12])[C:14](=[O:21])[C:15]([CH3:20])([CH3:19])[C:16]2=[O:18])[CH:9]=[CH:8][C:5]=1[C:6]#[N:7]. The catalyst class is: 110. (6) Reactant: [C:1]([NH:9][CH2:10][C:11]1([C:17]([O:19]CC)=[O:18])[CH2:16][CH2:15][CH2:14][CH2:13][CH2:12]1)(=[O:8])[C:2]1[CH:7]=[CH:6][CH:5]=[CH:4][CH:3]=1.[OH-].[K+].O. Product: [C:1]([NH:9][CH2:10][C:11]1([C:17]([OH:19])=[O:18])[CH2:16][CH2:15][CH2:14][CH2:13][CH2:12]1)(=[O:8])[C:2]1[CH:7]=[CH:6][CH:5]=[CH:4][CH:3]=1. The catalyst class is: 8. (7) Reactant: [C:1]([O:5][C:6]([N:8]1[C@H:12]([CH2:13][OH:14])[CH2:11][C@H:10]([O:15][C:16]2[CH:21]=[C:20]([F:22])[CH:19]=[CH:18][C:17]=2[NH:23][C:24]2[C:25]3[C:32]([CH3:33])=[C:31]([C:34]([NH2:36])=[O:35])[S:30][C:26]=3[N:27]=[CH:28][N:29]=2)[CH2:9]1)=[O:7])([CH3:4])([CH3:3])[CH3:2].[C:37](OC(=O)C)(=[O:39])[CH3:38]. Product: [C:1]([O:5][C:6]([N:8]1[CH2:9][C@@H:10]([O:15][C:16]2[CH:21]=[C:20]([F:22])[CH:19]=[CH:18][C:17]=2[NH:23][C:24]2[C:25]3[C:32]([CH3:33])=[C:31]([C:34](=[O:35])[NH2:36])[S:30][C:26]=3[N:27]=[CH:28][N:29]=2)[CH2:11][C@H:12]1[CH2:13][O:14][C:37](=[O:39])[CH3:38])=[O:7])([CH3:4])([CH3:2])[CH3:3]. The catalyst class is: 142. (8) Reactant: [BH4-].[Na+].[CH2:3]([O:10][C:11]1[CH:12]=[C:13]([C:17]([C:19]2[C:24](=[O:25])[CH:23]=[CH:22][N:21]([C:26]3[CH:31]=[CH:30][C:29]([Cl:32])=[CH:28][CH:27]=3)[N:20]=2)=[O:18])[CH:14]=[CH:15][CH:16]=1)[C:4]1[CH:9]=[CH:8][CH:7]=[CH:6][CH:5]=1.O.CCOC(C)=O. Product: [CH2:3]([O:10][C:11]1[CH:12]=[C:13]([CH:17]([OH:18])[C:19]2[C:24](=[O:25])[CH:23]=[CH:22][N:21]([C:26]3[CH:31]=[CH:30][C:29]([Cl:32])=[CH:28][CH:27]=3)[N:20]=2)[CH:14]=[CH:15][CH:16]=1)[C:4]1[CH:9]=[CH:8][CH:7]=[CH:6][CH:5]=1. The catalyst class is: 5.